Task: Predict the reactants needed to synthesize the given product.. Dataset: Full USPTO retrosynthesis dataset with 1.9M reactions from patents (1976-2016) (1) Given the product [Cl:1][C:2]1[CH:3]=[C:4]([C:8]2[O:12][N:11]=[CH:10][C:9]=2[CH2:13][CH2:14][C:15]([O:17][CH3:23])=[O:16])[CH:5]=[CH:6][CH:7]=1, predict the reactants needed to synthesize it. The reactants are: [Cl:1][C:2]1[CH:3]=[C:4]([C:8]2[O:12][N:11]=[CH:10][C:9]=2[CH2:13][CH2:14][C:15]([OH:17])=[O:16])[CH:5]=[CH:6][CH:7]=1.S(=O)(=O)(O)O.[CH3:23]O. (2) Given the product [C:38]([CH2:37][CH2:36][O:35][CH2:34][CH2:33][NH:32][C:28]([C:25]1[CH2:24][CH2:23][NH:22][C:21]2[N:20]=[CH:19][N:18]=[C:17]([NH:16][C:4]3[CH:5]=[CH:6][C:7]([O:8][C:9]4[CH:10]=[N:11][C:12]([CH3:15])=[CH:13][CH:14]=4)=[C:2]([CH3:1])[CH:3]=3)[C:27]=2[CH:26]=1)=[O:29])#[N:39], predict the reactants needed to synthesize it. The reactants are: [CH3:1][C:2]1[CH:3]=[C:4]([NH:16][C:17]2[C:27]3[CH:26]=[C:25]([C:28](O)=[O:29])[CH2:24][CH2:23][NH:22][C:21]=3[N:20]=[CH:19][N:18]=2)[CH:5]=[CH:6][C:7]=1[O:8][C:9]1[CH:10]=[N:11][C:12]([CH3:15])=[CH:13][CH:14]=1.Cl.[NH2:32][CH2:33][CH2:34][O:35][CH2:36][CH2:37][C:38]#[N:39].ON1C2C=CC=CC=2N=N1.Cl.C(N=C=NCCCN(C)C)C. (3) Given the product [C:1]([O:5][C:6]([N:8]1[CH2:13][CH2:12][N:11]([C:14]2[N:15]=[CH:16][N:17]=[C:18]3[C:19]=2[NH:20][C:29](=[O:28])[N:23]3[CH2:24][CH2:25][C:26]#[N:27])[CH2:10][CH2:9]1)=[O:7])([CH3:4])([CH3:3])[CH3:2], predict the reactants needed to synthesize it. The reactants are: [C:1]([O:5][C:6]([N:8]1[CH2:13][CH2:12][N:11]([C:14]2[C:19]([N+:20]([O-])=O)=[C:18]([NH:23][CH2:24][CH2:25][C:26]#[N:27])[N:17]=[CH:16][N:15]=2)[CH2:10][CH2:9]1)=[O:7])([CH3:4])([CH3:3])[CH3:2].[O:28]1CCC[CH2:29]1.